Predict the reaction yield, written as a fraction of the theoretical maximum amount of product (1.0 means a 100% yield; for example, 0.34 means a 34% yield). From a dataset of Reaction yield outcomes from USPTO patents with 853,638 reactions. (1) The reactants are [CH3:1][N:2]([CH3:21])[C:3]1[C:4]2[N:5]([N:10]=[C:11]([C:13](=O)[CH2:14][C:15]([O:17]CC)=O)[CH:12]=2)[CH:6]=[C:7]([CH3:9])[N:8]=1.[NH2:22][C:23]1[CH:28]=[CH:27][C:26]([F:29])=[CH:25][N:24]=1.[Si](OCC)(OCC)(OCC)OCC. The catalyst is C1(C)C=CC=C(C)C=1. The product is [CH3:21][N:2]([CH3:1])[C:3]1[C:4]2[N:5]([N:10]=[C:11]([C:13]3[N:22]=[C:23]4[CH:28]=[CH:27][C:26]([F:29])=[CH:25][N:24]4[C:15](=[O:17])[CH:14]=3)[CH:12]=2)[CH:6]=[C:7]([CH3:9])[N:8]=1. The yield is 0.720. (2) The reactants are [CH3:1][CH2:2][O:3][P:4]([O:10][CH2:11][CH3:12])([C:6](Br)([F:8])[F:7])=[O:5].I[C:14]1[CH:19]=[CH:18][C:17]([N+:20]([O-:22])=[O:21])=[CH:16][CH:15]=1.CCOCC. The catalyst is CN(C=O)C.Cl[Cu]. The product is [N+:20]([C:17]1[CH:18]=[CH:19][C:14]([C:6]([P:4](=[O:5])([O:10][CH2:11][CH3:12])[O:3][CH2:2][CH3:1])([F:8])[F:7])=[CH:15][CH:16]=1)([O-:22])=[O:21]. The yield is 0.860.